This data is from Forward reaction prediction with 1.9M reactions from USPTO patents (1976-2016). The task is: Predict the product of the given reaction. (1) Given the reactants [CH2:1]([O:3][C:4](=[O:17])[CH:5]([C:7]1[CH:12]=[CH:11][C:10]([OH:13])=[C:9]([N+:14]([O-])=O)[CH:8]=1)[CH3:6])[CH3:2], predict the reaction product. The product is: [CH2:1]([O:3][C:4](=[O:17])[CH:5]([C:7]1[CH:12]=[CH:11][C:10]([OH:13])=[C:9]([NH2:14])[CH:8]=1)[CH3:6])[CH3:2]. (2) Given the reactants Br[C:2]1[CH:8]=[C:7]([F:9])[CH:6]=[CH:5][C:3]=1[NH2:4].F[C:11]1[CH:18]=[CH:17][C:14]([C:15]#[N:16])=[CH:13][CH:12]=1, predict the reaction product. The product is: [NH2:16][CH2:15][C:14]1[CH:17]=[CH:18][C:11]([NH:4][C:3]2[CH:5]=[CH:6][C:7]([F:9])=[CH:8][CH:2]=2)=[CH:12][CH:13]=1. (3) The product is: [Cl:15][C:16]1[CH:17]=[C:18]2[C:22](=[CH:23][CH:24]=1)[NH:21][CH:20]=[C:19]2[CH2:25][N:2]1[C:33]([C:29]2[N:28]([CH3:27])[CH:32]=[CH:31][N:30]=2)=[C:4]2[C:3]([N:8]([CH2:9][CH:10]([CH3:11])[CH3:12])[C:7](=[O:13])[NH:6][C:5]2=[O:14])=[N:1]1. Given the reactants [NH:1]([C:3]1[N:8]([CH2:9][CH:10]([CH3:12])[CH3:11])[C:7](=[O:13])[NH:6][C:5](=[O:14])[CH:4]=1)[NH2:2].[Cl:15][C:16]1[CH:17]=[C:18]2[C:22](=[CH:23][CH:24]=1)[NH:21][CH:20]=[C:19]2[CH:25]=O.[CH3:27][N:28]1[CH:32]=[CH:31][N:30]=[C:29]1[CH:33]=O, predict the reaction product. (4) The product is: [CH3:1][O:2][C:3](=[O:15])[CH2:4][O:16][C:17]1[CH:18]=[CH:19][CH:20]=[C:21]2[C:25]=1[NH:24][CH:23]=[CH:22]2. Given the reactants [CH3:1][O:2][C:3](=[O:15])[CH2:4]OC1C=CC=C2C=1C=CN2.[OH:16][C:17]1[CH:18]=[CH:19][CH:20]=[C:21]2[C:25]=1[NH:24][CH:23]=[CH:22]2, predict the reaction product. (5) Given the reactants [C:1]1([CH:7]2[CH2:12][CH2:11][CH2:10][C:9](=[O:13])[CH2:8]2)[CH:6]=[CH:5][CH:4]=[CH:3][CH:2]=1.[H-].[Na+].[C:16](=O)([O:19]C)[O:17][CH3:18], predict the reaction product. The product is: [O:13]=[C:9]1[CH2:8][CH:7]([C:1]2[CH:6]=[CH:5][CH:4]=[CH:3][CH:2]=2)[CH2:12][CH2:11][CH:10]1[C:16]([O:17][CH3:18])=[O:19]. (6) Given the reactants FC(F)(F)S(O[C:7]1[CH:12]=[C:11]([CH3:13])[N:10]([CH2:14][C:15]2[CH:20]=[CH:19][CH:18]=[C:17]([F:21])[CH:16]=2)[C:9](=[O:22])[C:8]=1[Br:23])(=O)=O.BrC1C(=O)N([CH2:35][C:36]2[CH:41]=[CH:40][CH:39]=[C:38](F)[CH:37]=2)C(C)=CC=1O.[CH2:44](N(CC)CC)C, predict the reaction product. The product is: [Br:23][C:8]1[C:9](=[O:22])[N:10]([CH2:14][C:15]2[CH:20]=[CH:19][CH:18]=[C:17]([F:21])[CH:16]=2)[C:11]([CH3:13])=[CH:12][C:7]=1[CH2:44][CH2:35][C:36]1[CH:37]=[CH:38][CH:39]=[CH:40][CH:41]=1. (7) The product is: [CH3:20][O:21][CH2:22][O:23][CH2:24][C:2]1[N:7]2[CH:8]=[CH:9][N:10]=[C:6]2[C:5]([C:11]([O:13][CH3:14])=[O:12])=[CH:4][CH:3]=1. Given the reactants Cl[C:2]1[N:7]2[CH:8]=[CH:9][N:10]=[C:6]2[C:5]([C:11]([O:13][CH3:14])=[O:12])=[CH:4][CH:3]=1.C([Sn](CCCC)(CCCC)[CH2:20][O:21][CH2:22][O:23][CH3:24])CCC, predict the reaction product. (8) Given the reactants [N+:1]([C:4]1[CH:28]=[CH:27][C:7]([O:8][C:9]2[CH:14]=[CH:13][N:12]=[C:11]([NH:15][C:16](=[O:26])[N:17]([CH3:25])[CH:18]3[CH2:23][CH2:22][N:21]([CH3:24])[CH2:20][CH2:19]3)[CH:10]=2)=[CH:6][CH:5]=1)([O-])=O.[H][H], predict the reaction product. The product is: [NH2:1][C:4]1[CH:28]=[CH:27][C:7]([O:8][C:9]2[CH:14]=[CH:13][N:12]=[C:11]([NH:15][C:16](=[O:26])[N:17]([CH3:25])[CH:18]3[CH2:19][CH2:20][N:21]([CH3:24])[CH2:22][CH2:23]3)[CH:10]=2)=[CH:6][CH:5]=1. (9) Given the reactants [CH:1]([N:4]1[C:8]([C:9]2[N:18]=[C:17]3[N:11]([CH2:12][CH2:13][O:14][C:15]4[CH:22]=[C:21]([OH:23])[CH:20]=[CH:19][C:16]=43)[CH:10]=2)=[N:7][C:6]([CH3:24])=[N:5]1)([CH3:3])[CH3:2].[F:25][C:26]1[CH:27]=[N:28][CH:29]=[CH:30][C:31]=1[CH:32](O)[CH3:33].C1C=CC(P(C2C=CC=CC=2)C2C=CC=CC=2)=CC=1.CC(OC(/N=N/C(OC(C)C)=O)=O)C, predict the reaction product. The product is: [F:25][C:26]1[CH:27]=[N:28][CH:29]=[CH:30][C:31]=1[CH:32]([O:23][C:21]1[CH:20]=[CH:19][C:16]2[C:17]3[N:11]([CH:10]=[C:9]([C:8]4[N:4]([CH:1]([CH3:3])[CH3:2])[N:5]=[C:6]([CH3:24])[N:7]=4)[N:18]=3)[CH2:12][CH2:13][O:14][C:15]=2[CH:22]=1)[CH3:33]. (10) Given the reactants [CH3:1][N:2]1[C:6]2[CH:7]=[CH:8][C:9]([C:11](O)=[O:12])=[CH:10][C:5]=2[N:4]=[C:3]1[NH:14][C:15]1[S:16][C:17]2[CH:23]=[C:22]([O:24][C:25]([F:28])([F:27])[F:26])[CH:21]=[CH:20][C:18]=2[N:19]=1.[NH2:29][CH2:30][C@H:31]([OH:33])[CH3:32].CN(C(ON1N=NC2C=CC=CC1=2)=[N+](C)C)C.F[P-](F)(F)(F)(F)F.CCN(C(C)C)C(C)C, predict the reaction product. The product is: [OH:33][C@H:31]([CH3:32])[CH2:30][NH:29][C:11]([C:9]1[CH:8]=[CH:7][C:6]2[N:2]([CH3:1])[C:3]([NH:14][C:15]3[S:16][C:17]4[CH:23]=[C:22]([O:24][C:25]([F:27])([F:26])[F:28])[CH:21]=[CH:20][C:18]=4[N:19]=3)=[N:4][C:5]=2[CH:10]=1)=[O:12].